From a dataset of CYP1A2 inhibition data for predicting drug metabolism from PubChem BioAssay. Regression/Classification. Given a drug SMILES string, predict its absorption, distribution, metabolism, or excretion properties. Task type varies by dataset: regression for continuous measurements (e.g., permeability, clearance, half-life) or binary classification for categorical outcomes (e.g., BBB penetration, CYP inhibition). Dataset: cyp1a2_veith. The molecule is CN1CCN(c2cc(N3CCCC3)c([N+](=O)[O-])cc2F)CC1. The result is 1 (inhibitor).